Dataset: Catalyst prediction with 721,799 reactions and 888 catalyst types from USPTO. Task: Predict which catalyst facilitates the given reaction. (1) Reactant: [NH2:1][C:2]1[CH:3]=[N:4][C:5]2[C:10]([C:11]=1[NH:12][CH2:13][CH2:14][CH2:15][CH2:16][NH:17][C:18](=[O:24])[O:19][C:20]([CH3:23])([CH3:22])[CH3:21])=[CH:9][CH:8]=[C:7]([O:25][CH2:26][C:27]1[CH:32]=[CH:31][CH:30]=[CH:29][CH:28]=1)[CH:6]=2.[CH2:33]([O:35][CH2:36][C:37](Cl)=O)[CH3:34].C(N(CC)CC)C. Product: [CH2:26]([O:25][C:7]1[CH:8]=[CH:9][C:10]2[C:11]3[N:12]([CH2:13][CH2:14][CH2:15][CH2:16][NH:17][C:18](=[O:24])[O:19][C:20]([CH3:23])([CH3:22])[CH3:21])[C:34]([CH2:33][O:35][CH2:36][CH3:37])=[N:1][C:2]=3[CH:3]=[N:4][C:5]=2[CH:6]=1)[C:27]1[CH:28]=[CH:29][CH:30]=[CH:31][CH:32]=1. The catalyst class is: 429. (2) Reactant: [NH2:1][CH2:2][CH2:3][NH:4][C:5]1[N:10]=[CH:9][C:8]([N:11]([CH3:31])[C:12](=[O:30])[C:13]([C:16]2[CH:21]=[C:20]([C:22]([F:25])([F:24])[F:23])[CH:19]=[C:18]([C:26]([F:29])([F:28])[F:27])[CH:17]=2)([CH3:15])[CH3:14])=[C:7]([C:32]2[CH:37]=[CH:36][C:35]([F:38])=[CH:34][C:33]=2[CH3:39])[CH:6]=1.C=O.S([O-])([O-])(=O)=O.[Mg+2].[CH2:48](N(CC)CC)C.[C:55](Cl)(=[O:57])[CH3:56]. Product: [C:55]([N:1]1[CH2:2][CH2:3][N:4]([C:5]2[N:10]=[CH:9][C:8]([N:11]([CH3:31])[C:12](=[O:30])[C:13]([C:16]3[CH:17]=[C:18]([C:26]([F:27])([F:28])[F:29])[CH:19]=[C:20]([C:22]([F:24])([F:25])[F:23])[CH:21]=3)([CH3:15])[CH3:14])=[C:7]([C:32]3[CH:37]=[CH:36][C:35]([F:38])=[CH:34][C:33]=3[CH3:39])[CH:6]=2)[CH2:48]1)(=[O:57])[CH3:56]. The catalyst class is: 26. (3) Reactant: C([O:3][C:4](=[O:30])[C:5]1[C:10]([NH:11][C:12]2[C:17]3[CH:18]([CH3:21])[CH2:19][CH2:20][C:16]=3[N:15]=[C:14]([C:22]3[CH:27]=[C:26]([Cl:28])[CH:25]=[CH:24][C:23]=3[F:29])[N:13]=2)=[CH:9][CH:8]=[N:7][CH:6]=1)C.[OH-].[Na+]. Product: [Cl:28][C:26]1[CH:25]=[CH:24][C:23]([F:29])=[C:22]([C:14]2[N:13]=[C:12]([NH:11][C:10]3[C:5]([C:4]([OH:30])=[O:3])=[CH:6][N:7]=[CH:8][CH:9]=3)[C:17]3[CH:18]([CH3:21])[CH2:19][CH2:20][C:16]=3[N:15]=2)[CH:27]=1. The catalyst class is: 5. (4) Reactant: [C:1]([O:5][C:6](=[O:31])[C:7]1[CH:12]=[CH:11][C:10]([C:13]2[CH2:17][C:16]([C:22]3[CH:27]=[C:26]([Cl:28])[CH:25]=[C:24]([Cl:29])[CH:23]=3)([C:18]([F:21])([F:20])[F:19])[O:15][N:14]=2)=[CH:9][C:8]=1[CH3:30])([CH3:4])([CH3:3])[CH3:2].C[Si]([N-][Si](C)(C)C)(C)C.[Li+].C1(S(N2C(C3C=CC=CC=3)O2)(=O)=[O:49])C=CC=CC=1. Product: [C:1]([O:5][C:6](=[O:31])[C:7]1[CH:12]=[CH:11][C:10]([C:13]2[CH:17]([OH:49])[C:16]([C:22]3[CH:23]=[C:24]([Cl:29])[CH:25]=[C:26]([Cl:28])[CH:27]=3)([C:18]([F:20])([F:19])[F:21])[O:15][N:14]=2)=[CH:9][C:8]=1[CH3:30])([CH3:4])([CH3:3])[CH3:2]. The catalyst class is: 7. (5) Reactant: [C:1]([NH:8][C@H:9]([C:14](O)=[O:15])[CH2:10][CH:11]([CH3:13])[CH3:12])([O:3][C:4]([CH3:7])([CH3:6])[CH3:5])=[O:2].[H-].[H-].[H-].[H-].[Li+].[Al+3].OS([O-])(=O)=O.[K+].O. Product: [C:1]([NH:8][C@H:9]([CH:14]=[O:15])[CH2:10][CH:11]([CH3:12])[CH3:13])([O:3][C:4]([CH3:5])([CH3:7])[CH3:6])=[O:2]. The catalyst class is: 28. (6) Reactant: [NH:1]1[C:9]2[C:4](=[CH:5][CH:6]=[CH:7][CH:8]=2)[C:3]([C:10]2[CH:15]=[CH:14][CH:13]=[CH:12][C:11]=2[CH2:16][C:17](O)=[O:18])=[CH:2]1.C(Cl)(=O)C(Cl)=O.CN(C=O)C.[Cl-].[Cl-].[Cl-].[Al+3]. Product: [CH:15]1[C:10]2[C:3]3[C:4]4[CH:5]=[CH:6][CH:7]=[CH:8][C:9]=4[NH:1][C:2]=3[C:17]([OH:18])=[CH:16][C:11]=2[CH:12]=[CH:13][CH:14]=1. The catalyst class is: 1.